Dataset: Reaction yield outcomes from USPTO patents with 853,638 reactions. Task: Predict the reaction yield, written as a fraction of the theoretical maximum amount of product (1.0 means a 100% yield; for example, 0.34 means a 34% yield). The reactants are [CH3:1][C:2]1[S:6][C:5]([NH:7][C:8]2[CH:13]=[C:12](Cl)[N:11]=[C:10]([S:15][C:16]3[CH:21]=[CH:20][C:19]([NH:22][C:23]([CH:25]4[CH2:27][CH2:26]4)=[O:24])=[CH:18][CH:17]=3)[N:9]=2)=[N:4][CH:3]=1.Cl.Cl.[CH3:30][N:31]([CH3:36])[CH:32]1[CH2:35][NH:34][CH2:33]1.C(N(CC)C(C)C)(C)C. The catalyst is C(O)CCC. The product is [CH3:1][C:2]1[S:6][C:5]([NH:7][C:8]2[CH:13]=[C:12]([N:34]3[CH2:35][CH:32]([N:31]([CH3:36])[CH3:30])[CH2:33]3)[N:11]=[C:10]([S:15][C:16]3[CH:21]=[CH:20][C:19]([NH:22][C:23]([CH:25]4[CH2:27][CH2:26]4)=[O:24])=[CH:18][CH:17]=3)[N:9]=2)=[N:4][CH:3]=1. The yield is 0.580.